This data is from Catalyst prediction with 721,799 reactions and 888 catalyst types from USPTO. The task is: Predict which catalyst facilitates the given reaction. (1) Reactant: [C:1]([O:10][CH2:11][CH3:12])(=[O:9])[C:2]#[C:3][C:4]([O:6]CC)=O.C([O-])([O-])=O.[K+].[K+].Cl.[CH:20]1([CH2:26][NH:27][NH2:28])[CH2:25][CH2:24][CH2:23][CH2:22][CH2:21]1.Cl. Product: [CH:20]1([CH2:26][N:27]2[C:4]([OH:6])=[CH:3][C:2]([C:1]([O:10][CH2:11][CH3:12])=[O:9])=[N:28]2)[CH2:25][CH2:24][CH2:23][CH2:22][CH2:21]1. The catalyst class is: 14. (2) Reactant: [Br:1][C:2]1[CH:10]=[N:9][CH:8]=[CH:7][C:3]=1/[CH:4]=[N:5]\O.C(N(CC)CC)C.O=P(Cl)(Cl)Cl. Product: [Br:1][C:2]1[CH:10]=[N:9][CH:8]=[CH:7][C:3]=1[C:4]#[N:5]. The catalyst class is: 49. (3) The catalyst class is: 8. Reactant: Cl[C:2]1[CH:3]=[CH:4][C:5]2[N:6]([C:8]([NH2:11])=[N:9][N:10]=2)[N:7]=1.[O-:12][CH2:13][CH3:14].[Na+].O. Product: [CH2:13]([O:12][C:2]1[CH:3]=[CH:4][C:5]2[N:6]([C:8]([NH2:11])=[N:9][N:10]=2)[N:7]=1)[CH3:14]. (4) Reactant: [O:1]=[C:2]1[CH2:7][CH2:6][N:5]([C:8]([O:10][C:11]([CH3:14])([CH3:13])[CH3:12])=[O:9])[CH2:4][CH2:3]1.[CH3:15]C([O-])(C)C.[K+].[N:21]([C:24]1[CH:29]=[CH:28][CH:27]=[C:26]([CH3:30])[CH:25]=1)=[C:22]=[S:23].CI. Product: [CH3:15][S:23]/[C:22](/[NH:21][C:24]1[CH:25]=[C:26]([CH3:30])[CH:27]=[CH:28][CH:29]=1)=[C:7]1/[CH2:6][N:5]([C:8]([O:10][C:11]([CH3:14])([CH3:13])[CH3:12])=[O:9])[CH2:4][CH2:3][C:2]/1=[O:1]. The catalyst class is: 20. (5) Reactant: [CH2:1]([CH:3]([O:6][C:7]1[CH:12]=[C:11]([CH3:13])[N:10]=[C:9]([NH:14][C:15]2[C:20]([CH3:21])=[CH:19][C:18]([CH3:22])=[CH:17][C:16]=2[CH3:23])[C:8]=1[NH2:24])[CH2:4][CH3:5])[CH3:2].[CH:25](OC)(OC)OC.O.C1(C)C=CC(S(O)(=O)=O)=CC=1. Product: [CH2:1]([CH:3]([O:6][C:7]1[CH:12]=[C:11]([CH3:13])[N:10]=[C:9]2[N:14]([C:15]3[C:20]([CH3:21])=[CH:19][C:18]([CH3:22])=[CH:17][C:16]=3[CH3:23])[CH:25]=[N:24][C:8]=12)[CH2:4][CH3:5])[CH3:2]. The catalyst class is: 11. (6) Reactant: COC1C=CC(P2(SP(C3C=CC(OC)=CC=3)(=S)S2)=[S:10])=CC=1.[Cl:23][C:24]1[CH:25]=[N:26][CH:27]=[C:28]([CH:32]=1)[C:29]([NH2:31])=O. Product: [Cl:23][C:24]1[CH:32]=[C:28]([C:29](=[S:10])[NH2:31])[CH:27]=[N:26][CH:25]=1. The catalyst class is: 26. (7) Reactant: Cl[C:2]1[CH:7]=[C:6]([CH2:8][N:9]2[C:13]([CH3:14])=[CH:12][C:11]([C:15]3[O:19][N:18]=[C:17]([C:20]4[CH:25]=[CH:24][C:23]([C:26]5([C:29]([F:32])([F:31])[F:30])[CH2:28][CH2:27]5)=[CH:22][CH:21]=4)[N:16]=3)=[N:10]2)[CH:5]=[CH:4][N:3]=1.[NH:33]1[CH2:38][CH2:37][NH:36][CH2:35][CH2:34]1.C(OCC)(=O)C. Product: [CH3:14][C:13]1[N:9]([CH2:8][C:6]2[CH:5]=[CH:4][N:3]=[C:2]([N:33]3[CH2:38][CH2:37][NH:36][CH2:35][CH2:34]3)[CH:7]=2)[N:10]=[C:11]([C:15]2[O:19][N:18]=[C:17]([C:20]3[CH:25]=[CH:24][C:23]([C:26]4([C:29]([F:32])([F:31])[F:30])[CH2:28][CH2:27]4)=[CH:22][CH:21]=3)[N:16]=2)[CH:12]=1. The catalyst class is: 6. (8) Reactant: [C:1]([CH:3]1[C:11](=O)[C:10]2[N:6]([CH:7]=[C:8]([C:13]([O:15][CH2:16][CH3:17])=[O:14])[CH:9]=2)[CH2:5][CH2:4]1)#[N:2].O.[NH2:19][NH2:20].C(O)(=O)C. Product: [NH2:2][C:1]1[C:3]2[CH2:4][CH2:5][N:6]3[C:10]([C:11]=2[NH:20][N:19]=1)=[CH:9][C:8]([C:13]([O:15][CH2:16][CH3:17])=[O:14])=[CH:7]3. The catalyst class is: 8.